Dataset: Reaction yield outcomes from USPTO patents with 853,638 reactions. Task: Predict the reaction yield, written as a fraction of the theoretical maximum amount of product (1.0 means a 100% yield; for example, 0.34 means a 34% yield). The yield is 0.940. The reactants are [CH3:1][C:2]1[CH:6]=[CH:5][S:4][C:3]=1[C:7]([OH:9])=O.[F:10][C:11]1[CH:18]=[CH:17][C:14]([CH2:15][NH2:16])=[CH:13][CH:12]=1. The product is [F:10][C:11]1[CH:18]=[CH:17][C:14]([CH2:15][NH:16][C:7]([C:3]2[S:4][CH:5]=[CH:6][C:2]=2[CH3:1])=[O:9])=[CH:13][CH:12]=1. No catalyst specified.